The task is: Predict the reaction yield, written as a fraction of the theoretical maximum amount of product (1.0 means a 100% yield; for example, 0.34 means a 34% yield).. This data is from Reaction yield outcomes from USPTO patents with 853,638 reactions. (1) The yield is 0.300. The reactants are [Cl:1][C:2]1[CH:7]=[C:6]([Cl:8])[CH:5]=[CH:4][C:3]=1[C@H:9]([N:11]1[C:19]2[C:14](=[CH:15][CH:16]=[C:17]([N:20]3[CH2:25][CH2:24][NH:23][C@H:22]([CH2:26][OH:27])[CH2:21]3)[CH:18]=2)[CH:13]=[N:12]1)[CH3:10].C(OC([N:35]1[CH2:39][CH2:38][CH2:37][C@@H:36]1[C:40](O)=[O:41])=O)(C)(C)C.CN(C(ON1N=NC2C=CC=NC1=2)=[N+](C)C)C.F[P-](F)(F)(F)(F)F.CCN(C(C)C)C(C)C. The catalyst is ClCCl. The product is [Cl:1][C:2]1[CH:7]=[C:6]([Cl:8])[CH:5]=[CH:4][C:3]=1[C@H:9]([N:11]1[C:19]2[C:14](=[CH:15][CH:16]=[C:17]([N:20]3[CH2:25][CH2:24][N:23]([C:40]([C@H:36]4[CH2:37][CH2:38][CH2:39][NH:35]4)=[O:41])[C@H:22]([CH2:26][OH:27])[CH2:21]3)[CH:18]=2)[CH:13]=[N:12]1)[CH3:10]. (2) The catalyst is C(#N)C.O. The product is [NH2:17][C:18]1[N:19]=[C:2]([NH:1][C:4]2[CH:5]=[CH:6][C:7]([N:10]3[CH2:11][CH2:12][N:13]([CH3:16])[CH2:14][CH2:15]3)=[CH:8][CH:9]=2)[S:3][C:27]=1[C:28]([C:30]1[CH:35]=[CH:34][C:33]([Cl:36])=[C:32]([N+:37]([O-:39])=[O:38])[CH:31]=1)=[O:29]. The yield is 0.450. The reactants are [N:1]([C:4]1[CH:9]=[CH:8][C:7]([N:10]2[CH2:15][CH2:14][N:13]([CH3:16])[CH2:12][CH2:11]2)=[CH:6][CH:5]=1)=[C:2]=[S:3].[N:17]#[C:18][NH2:19].CC(C)([O-])C.[K+].Br[CH2:27][C:28]([C:30]1[CH:35]=[CH:34][C:33]([Cl:36])=[C:32]([N+:37]([O-:39])=[O:38])[CH:31]=1)=[O:29]. (3) The reactants are [CH3:1][C:2]1[N:7]([C:8]2[CH:13]=[CH:12][CH:11]=[CH:10][CH:9]=2)[C:6](=[O:14])[N:5]2[CH:15]=[CH:16][N:17]=[C:4]2[CH:3]=1.C1C(=O)N([Cl:25])C(=O)C1.O. The catalyst is CN(C=O)C. The product is [Cl:25][C:15]1[N:5]2[C:6](=[O:14])[N:7]([C:8]3[CH:13]=[CH:12][CH:11]=[CH:10][CH:9]=3)[C:2]([CH3:1])=[CH:3][C:4]2=[N:17][CH:16]=1. The yield is 0.230. (4) The reactants are C(Cl)(=O)C(Cl)=O.[F:7][C:8]1[CH:9]=[CH:10][CH:11]=[C:12]2[C:17]=1[N:16]=[C:15]([C:18]1[CH:23]=[CH:22][CH:21]=[CH:20][CH:19]=1)[C:14]([CH3:24])=[C:13]2[C:25]([OH:27])=O.[C:28]1([NH:34][NH2:35])[CH:33]=[CH:32][CH:31]=[CH:30][CH:29]=1.C(=O)([O-])[O-].[K+].[K+]. The catalyst is C(Cl)Cl.CN(C=O)C.O. The product is [F:7][C:8]1[CH:9]=[CH:10][CH:11]=[C:12]2[C:17]=1[N:16]=[C:15]([C:18]1[CH:19]=[CH:20][CH:21]=[CH:22][CH:23]=1)[C:14]([CH3:24])=[C:13]2[C:25]([NH:35][NH:34][C:28]1[CH:33]=[CH:32][CH:31]=[CH:30][CH:29]=1)=[O:27]. The yield is 0.890. (5) The reactants are C[O:2][C:3](=[O:26])/[C:4](/[C:13]1[CH:18]=[CH:17][C:16]([N:19]2[C:23]([CH3:24])=[N:22][N:21]=[N:20]2)=[C:15]([Cl:25])[CH:14]=1)=[CH:5]/[CH:6]1[CH2:12][CH2:11][CH2:10][CH2:9][CH2:8][CH2:7]1.[OH-].[Na+]. The catalyst is C(O)C. The product is [Cl:25][C:15]1[CH:14]=[C:13](/[C:4](=[CH:5]\[CH:6]2[CH2:12][CH2:11][CH2:10][CH2:9][CH2:8][CH2:7]2)/[C:3]([OH:26])=[O:2])[CH:18]=[CH:17][C:16]=1[N:19]1[C:23]([CH3:24])=[N:22][N:21]=[N:20]1. The yield is 0.870.